Task: Predict the product of the given reaction.. Dataset: Forward reaction prediction with 1.9M reactions from USPTO patents (1976-2016) (1) The product is: [NH2:1][C:2]1[C:11]2[N:10]=[CH:9][C:8]([CH2:12][CH2:13][C:14]3[CH:19]=[CH:18][C:17]([CH:20]([NH:28][C:29]4[CH:34]=[CH:33][C:32]([OH:35])=[CH:31][CH:30]=4)[CH3:21])=[CH:16][CH:15]=3)=[CH:7][C:6]=2[C:5]2[CH:23]=[CH:24][C:25]([CH3:27])=[CH:26][C:4]=2[N:3]=1. Given the reactants [NH2:1][C:2]1[C:11]2[N:10]=[CH:9][C:8]([CH2:12][CH2:13][C:14]3[CH:19]=[CH:18][C:17]([C:20](=O)[CH3:21])=[CH:16][CH:15]=3)=[CH:7][C:6]=2[C:5]2[CH:23]=[CH:24][C:25]([CH3:27])=[CH:26][C:4]=2[N:3]=1.[NH2:28][C:29]1[CH:34]=[CH:33][C:32]([OH:35])=[CH:31][CH:30]=1.C(O)(C(F)(F)F)=O, predict the reaction product. (2) The product is: [Cl:1][C:2]1[N:7]=[C:6]([NH:8][CH3:9])[C:5]([CH:10]=[O:12])=[CH:4][N:3]=1. Given the reactants [Cl:1][C:2]1[N:7]=[C:6]([NH:8][CH3:9])[C:5]([CH:10]=C)=[CH:4][N:3]=1.[O:12]=[O+][O-].CSC, predict the reaction product. (3) Given the reactants Br[C:2]1[C:3]2[N:4]([C:12]([C:15]([O:17][CH2:18][CH3:19])=[O:16])=[CH:13][N:14]=2)[CH:5]=[C:6]([C:8]([F:11])([F:10])[F:9])[CH:7]=1.CC1(C)C(C)(C)OB([C:28]2[O:32][C:31]([Si](C(C)C)(C(C)C)C(C)C)=[N:30][CH:29]=2)O1.C(=O)([O-])[O-].[K+].[K+].COCCOC, predict the reaction product. The product is: [O:32]1[C:28]([C:2]2[C:3]3[N:4]([C:12]([C:15]([O:17][CH2:18][CH3:19])=[O:16])=[CH:13][N:14]=3)[CH:5]=[C:6]([C:8]([F:11])([F:10])[F:9])[CH:7]=2)=[CH:29][N:30]=[CH:31]1.